This data is from Forward reaction prediction with 1.9M reactions from USPTO patents (1976-2016). The task is: Predict the product of the given reaction. Given the reactants C([O:4][CH2:5][C@:6]12[O:13][C@:10]([C:14]3[CH:19]=[CH:18][C:17]([Cl:20])=[C:16]([CH2:21][C:22]4[CH:27]=[CH:26][C:25]([O:28][CH2:29][CH3:30])=[CH:24][CH:23]=4)[CH:15]=3)([O:11][CH2:12]1)[C@H:9]([O:31][CH2:32][C:33]1[CH:38]=[CH:37][CH:36]=[CH:35][CH:34]=1)[C@@H:8]([O:39][CH2:40][C:41]1[CH:46]=[CH:45][CH:44]=[CH:43][CH:42]=1)[C@H:7]2[OH:47])(=O)C.C(=O)([O-])[O-].[K+].[K+].[Cl-].[NH4+], predict the reaction product. The product is: [CH2:40]([O:39][C@@H:8]1[C@@H:9]([O:31][CH2:32][C:33]2[CH:34]=[CH:35][CH:36]=[CH:37][CH:38]=2)[C@:10]2([C:14]3[CH:19]=[CH:18][C:17]([Cl:20])=[C:16]([CH2:21][C:22]4[CH:23]=[CH:24][C:25]([O:28][CH2:29][CH3:30])=[CH:26][CH:27]=4)[CH:15]=3)[O:13][C@@:6]([CH2:5][OH:4])([CH2:12][O:11]2)[C@@H:7]1[OH:47])[C:41]1[CH:46]=[CH:45][CH:44]=[CH:43][CH:42]=1.